This data is from Reaction yield outcomes from USPTO patents with 853,638 reactions. The task is: Predict the reaction yield, written as a fraction of the theoretical maximum amount of product (1.0 means a 100% yield; for example, 0.34 means a 34% yield). The reactants are [NH2:1][C:2]1[CH:3]=[C:4]2[C:20](=[O:21])[NH:19][N:18]=[CH:17][C:6]3=[C:7]([C:11]4[CH:16]=[CH:15][CH:14]=[CH:13][CH:12]=4)[NH:8][C:9]([CH:10]=1)=[C:5]23.[CH3:22][C:23]1[CH:31]=[CH:30][CH:29]=[CH:28][C:24]=1[C:25](O)=[O:26].C(N(CC)CC)C.F[P-](F)(F)(F)(F)F.N1(OC(N(C)C)=[N+](C)C)C2N=CC=CC=2N=N1. The catalyst is C(Cl)Cl.CN(C)C=O.CO.CCCCCC. The product is [CH3:22][C:23]1[CH:31]=[CH:30][CH:29]=[CH:28][C:24]=1[C:25]([NH:1][C:2]1[CH:3]=[C:4]2[C:20](=[O:21])[NH:19][N:18]=[CH:17][C:6]3=[C:7]([C:11]4[CH:12]=[CH:13][CH:14]=[CH:15][CH:16]=4)[NH:8][C:9]([CH:10]=1)=[C:5]23)=[O:26]. The yield is 0.730.